This data is from TCR-epitope binding with 47,182 pairs between 192 epitopes and 23,139 TCRs. The task is: Binary Classification. Given a T-cell receptor sequence (or CDR3 region) and an epitope sequence, predict whether binding occurs between them. (1) The epitope is LLFGYPVYV. The TCR CDR3 sequence is CASSAQTGELFF. Result: 0 (the TCR does not bind to the epitope). (2) The epitope is HTTDPSFLGRY. The TCR CDR3 sequence is CASSPPPWVQRGDQETQYF. Result: 1 (the TCR binds to the epitope). (3) The epitope is FLKEKGGL. The TCR CDR3 sequence is CASSFGQSNQPQHF. Result: 0 (the TCR does not bind to the epitope). (4) The epitope is YSEHPTFTSQY. The TCR CDR3 sequence is CASSNPAAGDRVRQVGTDTQYF. Result: 0 (the TCR does not bind to the epitope). (5) The epitope is VLWAHGFEL. The TCR CDR3 sequence is CASSPPGQNEKLFF. Result: 0 (the TCR does not bind to the epitope). (6) The epitope is RLYYDSMSY. The TCR CDR3 sequence is CSVSEEWFTDTQYF. Result: 0 (the TCR does not bind to the epitope). (7) The epitope is TEILPVSMTK. The TCR CDR3 sequence is CAIRALGGPARDTQYF. Result: 0 (the TCR does not bind to the epitope). (8) The epitope is TPINLVRDL. The TCR CDR3 sequence is CASSPPAGSTDTQYF. Result: 1 (the TCR binds to the epitope). (9) The epitope is KLVALGINAV. The TCR CDR3 sequence is CASSVEGIDEKLFF. Result: 1 (the TCR binds to the epitope). (10) The epitope is LLLGIGILV. The TCR CDR3 sequence is CASSIRFGTEAFF. Result: 0 (the TCR does not bind to the epitope).